Dataset: Catalyst prediction with 721,799 reactions and 888 catalyst types from USPTO. Task: Predict which catalyst facilitates the given reaction. (1) Reactant: [OH:1][CH:2]1[CH2:5][N:4]([C:6]([O:8][CH2:9][C:10]2[CH:15]=[CH:14][CH:13]=[CH:12][CH:11]=2)=[O:7])[CH2:3]1.[CH3:16][C:17]([Si:20](Cl)([CH3:22])[CH3:21])([CH3:19])[CH3:18].N1C=CN=C1. Product: [Si:20]([O:1][CH:2]1[CH2:3][N:4]([C:6]([O:8][CH2:9][C:10]2[CH:15]=[CH:14][CH:13]=[CH:12][CH:11]=2)=[O:7])[CH2:5]1)([C:17]([CH3:19])([CH3:18])[CH3:16])([CH3:22])[CH3:21]. The catalyst class is: 9. (2) Reactant: [C:1]([C:3]1[CH:8]=[CH:7][C:6]([C:9]2[N:10]=[C:11]([NH:14][C:15](=[O:34])[C@@H:16]([NH:23][C:24]([C@H:26]3[O:28][C@@H:27]3[C:29]([O:31]CC)=[O:30])=[O:25])[CH2:17][C:18]3[N:19]=[CH:20][S:21][CH:22]=3)[S:12][CH:13]=2)=[CH:5][CH:4]=1)#[CH:2].[Li+].[OH-]. Product: [C:1]([C:3]1[CH:4]=[CH:5][C:6]([C:9]2[N:10]=[C:11]([NH:14][C:15](=[O:34])[C@@H:16]([NH:23][C:24]([C@H:26]3[O:28][C@@H:27]3[C:29]([OH:31])=[O:30])=[O:25])[CH2:17][C:18]3[N:19]=[CH:20][S:21][CH:22]=3)[S:12][CH:13]=2)=[CH:7][CH:8]=1)#[CH:2]. The catalyst class is: 87. (3) Reactant: [CH2:1]([O:8][C:9]([C@@H]1CCC[C@H](C(O)=O)C1)=[O:10])[C:2]1[CH:7]=[CH:6][CH:5]=[CH:4][CH:3]=1.C([N:22]([CH2:25][CH3:26])CC)C.ClC(OC(C)C)=O.[C:34]1([CH3:40])[CH:39]=CC=[CH:36][CH:35]=1.[F:41][C:42]([F:52])([F:51])[C:43]1[CH:44]=[C:45]([NH2:50])[C:46]([NH2:49])=[CH:47][CH:48]=1. Product: [F:41][C:42]([F:51])([F:52])[C:43]1[CH:48]=[CH:47][C:46]2[NH:49][C:39]([C@H:34]3[CH2:35][CH2:36][CH2:26][C@@H:25]([NH:22][C:9](=[O:10])[O:8][CH2:1][C:2]4[CH:3]=[CH:4][CH:5]=[CH:6][CH:7]=4)[CH2:40]3)=[N:50][C:45]=2[CH:44]=1. The catalyst class is: 2. (4) Reactant: [N:1]1([C:6]2[CH:26]=[CH:25][C:9]([CH2:10][C:11]3[C:12]([O:23][CH3:24])=[N:13][C:14]4[C:19]([C:20]=3[Cl:21])=[CH:18][C:17](I)=[CH:16][CH:15]=4)=[CH:8][CH:7]=2)[CH:5]=[N:4][CH:3]=[N:2]1.[CH3:27][C:28]1[C:33]([C:34]([C:36]2[N:40]([CH3:41])[N:39]=[N:38][CH:37]=2)=[O:35])=[CH:32][CH:31]=[C:30]([CH3:42])[N:29]=1. Product: [N:1]1([C:6]2[CH:26]=[CH:25][C:9]([CH2:10][C:11]3[C:12]([O:23][CH3:24])=[N:13][C:14]4[C:19]([C:20]=3[Cl:21])=[CH:18][C:17]([C:34]([C:33]3[C:28]([CH3:27])=[N:29][C:30]([CH3:42])=[CH:31][CH:32]=3)([C:36]3[N:40]([CH3:41])[N:39]=[N:38][CH:37]=3)[OH:35])=[CH:16][CH:15]=4)=[CH:8][CH:7]=2)[CH:5]=[N:4][CH:3]=[N:2]1. The catalyst class is: 7. (5) Reactant: Br[C:2]1[C:3]([C:16]2[CH:21]=[CH:20][CH:19]=[CH:18][CH:17]=2)=[N:4][C:5]2[C:10]([N:11]=1)=[CH:9][C:8]([C:12]([O:14][CH3:15])=[O:13])=[CH:7][CH:6]=2.[CH3:22][CH:23]1[CH2:27][CH2:26][CH2:25][NH:24]1.C(=O)([O-])[O-].[K+].[K+]. Product: [CH3:22][C@@H:23]1[CH2:27][CH2:26][CH2:25][N:24]1[C:2]1[C:3]([C:16]2[CH:21]=[CH:20][CH:19]=[CH:18][CH:17]=2)=[N:4][C:5]2[C:10]([N:11]=1)=[CH:9][C:8]([C:12]([O:14][CH3:15])=[O:13])=[CH:7][CH:6]=2. The catalyst class is: 9. (6) Reactant: [NH2:1][C@H:2]([C:10]([OH:12])=[O:11])[CH2:3][C:4]1[CH:9]=[CH:8][CH:7]=[CH:6][CH:5]=1.[ClH:13].S(=O)(=O)(O)[OH:15].N([O-])=O.[Na+]. Product: [ClH:13].[NH2:1][C@H:2]([C:10]([OH:12])=[O:11])[CH2:3][C:4]1[CH:9]=[CH:8][CH:7]=[CH:6][CH:5]=1.[OH:15][C@@H:2]([CH2:3][C:4]1[CH:9]=[CH:8][CH:7]=[CH:6][CH:5]=1)[C:10]([OH:12])=[O:11].[CH:4]1[CH:9]=[CH:8][CH:7]=[CH:6][CH:5]=1. The catalyst class is: 22.